From a dataset of Peptide-MHC class I binding affinity with 185,985 pairs from IEDB/IMGT. Regression. Given a peptide amino acid sequence and an MHC pseudo amino acid sequence, predict their binding affinity value. This is MHC class I binding data. (1) The binding affinity (normalized) is 0.520. The MHC is HLA-A26:02 with pseudo-sequence HLA-A26:02. The peptide sequence is LVALTLTSY. (2) The peptide sequence is FENDIDEIL. The MHC is HLA-B39:01 with pseudo-sequence HLA-B39:01. The binding affinity (normalized) is 0.0847. (3) The peptide sequence is DMCDIYLLY. The MHC is HLA-A30:02 with pseudo-sequence HLA-A30:02. The binding affinity (normalized) is 0.485. (4) The peptide sequence is NPSILPSLI. The MHC is HLA-B53:01 with pseudo-sequence HLA-B53:01. The binding affinity (normalized) is 0.842. (5) The peptide sequence is LEYGANYFL. The MHC is HLA-A01:01 with pseudo-sequence HLA-A01:01. The binding affinity (normalized) is 0.0847. (6) The peptide sequence is AAITLVVISV. The MHC is HLA-A02:02 with pseudo-sequence HLA-A02:02. The binding affinity (normalized) is 0.425. (7) The peptide sequence is YHRPLTGYM. The MHC is HLA-A01:01 with pseudo-sequence HLA-A01:01. The binding affinity (normalized) is 0.0847. (8) The peptide sequence is KAFSPEVIPMF. The MHC is HLA-A11:01 with pseudo-sequence HLA-A11:01. The binding affinity (normalized) is 0.295.